This data is from Reaction yield outcomes from USPTO patents with 853,638 reactions. The task is: Predict the reaction yield, written as a fraction of the theoretical maximum amount of product (1.0 means a 100% yield; for example, 0.34 means a 34% yield). (1) The reactants are [H-].[Na+].[Cl:3][C:4]1[CH:5]=[C:6]([N:10]2[CH:14]=[C:13]([CH:15]([OH:17])[CH3:16])[CH:12]=[N:11]2)[CH:7]=[CH:8][CH:9]=1.[CH3:18][N:19]1[C:23](S(C)(=O)=O)=[N:22][N:21]=[C:20]1[C:28]1[CH:33]=[CH:32][N:31]=[CH:30][CH:29]=1. The catalyst is CN(C=O)C.[Cl-].[Na+].O. The product is [Cl:3][C:4]1[CH:5]=[C:6]([N:10]2[CH:14]=[C:13]([CH:15]([O:17][C:23]3[N:19]([CH3:18])[C:20]([C:28]4[CH:33]=[CH:32][N:31]=[CH:30][CH:29]=4)=[N:21][N:22]=3)[CH3:16])[CH:12]=[N:11]2)[CH:7]=[CH:8][CH:9]=1. The yield is 0.250. (2) The reactants are [NH2:1][C:2]1[CH:6]=[C:5]([C:7]2[CH:12]=[CH:11][C:10]([Cl:13])=[CH:9][CH:8]=2)[S:4][C:3]=1[C:14]([O:16][CH3:17])=[O:15].CO[CH:20](OC)[N:21]([CH3:23])[CH3:22]. The catalyst is C(O)C. The product is [Cl:13][C:10]1[CH:9]=[CH:8][C:7]([C:5]2[S:4][C:3]([C:14]([O:16][CH3:17])=[O:15])=[C:2](/[N:1]=[CH:20]/[N:21]([CH3:23])[CH3:22])[CH:6]=2)=[CH:12][CH:11]=1. The yield is 0.989. (3) The reactants are F[C:2]1[CH:7]=[CH:6][CH:5]=[CH:4][C:3]=1[CH2:8][C:9](=[O:15])[C:10]([O:12][CH2:13][CH3:14])=[O:11].[Br:16]C1C=CC=CC=1CBr.[Mg].C(OCC)(=O)C(OCC)=O. No catalyst specified. The product is [Br:16][C:2]1[CH:7]=[CH:6][CH:5]=[CH:4][C:3]=1[CH2:8][C:9](=[O:15])[C:10]([O:12][CH2:13][CH3:14])=[O:11]. The yield is 0.800.